Dataset: Full USPTO retrosynthesis dataset with 1.9M reactions from patents (1976-2016). Task: Predict the reactants needed to synthesize the given product. (1) Given the product [CH:1]1([C:4]2[N:8]=[C:7]([C:9]3[C:10]4[CH2:28][CH2:27][C:26]([F:29])([F:30])[CH2:25][C:11]=4[S:12][C:13]=3[NH:14][C:15]([C:17]3[CH:36]4[CH2:21][CH2:20][CH:19]([CH2:32][CH2:31]4)[C:18]=3[C:22]([OH:24])=[O:23])=[O:16])[O:6][N:5]=2)[CH2:3][CH2:2]1, predict the reactants needed to synthesize it. The reactants are: [CH:1]1([C:4]2[N:8]=[C:7]([C:9]3[C:10]4[CH2:28][CH2:27][C:26]([F:30])([F:29])[CH2:25][C:11]=4[S:12][C:13]=3[NH:14][C:15]([C:17]3[CH2:21][CH2:20][CH2:19][C:18]=3[C:22]([OH:24])=[O:23])=[O:16])[O:6][N:5]=2)[CH2:3][CH2:2]1.[CH:31]12CCC(C[CH2:36]1)C1C(OC(=O)[C:32]2=1)=O. (2) Given the product [CH:1]1([CH2:4][NH:5][C:7]2[CH:12]=[C:11]([C:13]3[CH:18]=[CH:17][CH:16]=[C:15]([Cl:19])[C:14]=3[Cl:20])[N:10]=[C:9]([NH2:21])[N:8]=2)[CH2:3][CH2:2]1, predict the reactants needed to synthesize it. The reactants are: [CH:1]1([CH2:4][NH2:5])[CH2:3][CH2:2]1.Cl[C:7]1[CH:12]=[C:11]([C:13]2[CH:18]=[CH:17][CH:16]=[C:15]([Cl:19])[C:14]=2[Cl:20])[N:10]=[C:9]([NH2:21])[N:8]=1. (3) Given the product [CH2:1]([C:8]1[CH:9]=[N:10][C:11]([N:22]2[CH2:21][CH2:20][N:19]([C:23]([O:25][C:26]([CH3:27])([CH3:28])[CH3:29])=[O:24])[CH2:18][CH:17]2[CH2:16][OH:15])=[N:12][CH:13]=1)[C:2]1[CH:7]=[CH:6][CH:5]=[CH:4][CH:3]=1, predict the reactants needed to synthesize it. The reactants are: [CH2:1]([C:8]1[CH:9]=[N:10][C:11](Cl)=[N:12][CH:13]=1)[C:2]1[CH:7]=[CH:6][CH:5]=[CH:4][CH:3]=1.[OH:15][CH2:16][CH:17]1[NH:22][CH2:21][CH2:20][N:19]([C:23]([O:25][C:26]([CH3:29])([CH3:28])[CH3:27])=[O:24])[CH2:18]1.C(N(C(C)C)CC)(C)C. (4) Given the product [F:23][C:22]([F:25])([F:24])[S:19]([O:11][C:8]1[CH:7]=[CH:6][C:5]([C:1]([CH3:4])([CH3:2])[CH3:3])=[CH:10][CH:9]=1)(=[O:21])=[O:20], predict the reactants needed to synthesize it. The reactants are: [C:1]([C:5]1[CH:10]=[CH:9][C:8]([OH:11])=[CH:7][CH:6]=1)([CH3:4])([CH3:3])[CH3:2].C(N(CC)CC)C.[S:19](O[S:19]([C:22]([F:25])([F:24])[F:23])(=[O:21])=[O:20])([C:22]([F:25])([F:24])[F:23])(=[O:21])=[O:20]. (5) Given the product [N:41]1([CH2:40][CH2:39][CH2:38][N:26]2[CH:27]=[C:23]([C:21]([N:19]3[CH2:18][CH2:17][C:15]4[N:16]=[C:11]([NH:10][CH:2]5[CH2:3][C:4]6[C:9](=[CH:8][CH:7]=[CH:6][CH:5]=6)[CH2:1]5)[N:12]=[CH:13][C:14]=4[CH2:20]3)=[O:22])[CH:24]=[N:25]2)[CH:45]=[CH:44][N:43]=[CH:42]1, predict the reactants needed to synthesize it. The reactants are: [CH2:1]1[C:9]2[C:4](=[CH:5][CH:6]=[CH:7][CH:8]=2)[CH2:3][CH:2]1[NH:10][C:11]1[N:12]=[CH:13][C:14]2[CH2:20][N:19]([C:21]([C:23]3[CH:24]=[N:25][NH:26][CH:27]=3)=[O:22])[CH2:18][CH2:17][C:15]=2[N:16]=1.C(=O)([O-])[O-].[Cs+].[Cs+].[I-].[Na+].Br.Br[CH2:38][CH2:39][CH2:40][N:41]1[CH:45]=[CH:44][N:43]=[CH:42]1. (6) Given the product [Cl:1][C:2]1[C:3]([N+:19]([O-:21])=[O:20])=[CH:4][C:5]([CH3:18])=[C:6]([CH:17]=1)[O:7][C:8]1[CH:13]=[CH:12][N:11]=[C:10]2[NH:14][N:15]=[C:16]([I:24])[C:9]=12, predict the reactants needed to synthesize it. The reactants are: [Cl:1][C:2]1[C:3]([N+:19]([O-:21])=[O:20])=[CH:4][C:5]([CH3:18])=[C:6]([CH:17]=1)[O:7][C:8]1[CH:13]=[CH:12][N:11]=[C:10]2[NH:14][N:15]=[CH:16][C:9]=12.[OH-].[K+].[I:24]I. (7) Given the product [Br:25][CH2:24][CH2:23][CH2:22][N:10]1[C:9]2[C:26]3[CH:27]=[CH:28][CH:29]=[CH:30][C:31]=3[C:5](=[O:6])[C:8]=2[C:17]2[C:12](=[CH:13][C:14]([N+:18]([O-:20])=[O:19])=[CH:15][CH:16]=2)[C:11]1=[O:21], predict the reactants needed to synthesize it. The reactants are: S(Cl)(Cl)=O.[C:5]([C@H:8]1[C:17]2[C:12](=[CH:13][C:14]([N+:18]([O-:20])=[O:19])=[CH:15][CH:16]=2)[C:11](=[O:21])[N:10]([CH2:22][CH2:23][CH2:24][Br:25])[C@H:9]1[C:26]1[CH:31]=[CH:30][CH:29]=[CH:28][CH:27]=1)(O)=[O:6].[Cl-].[Al+3].[Cl-].[Cl-].